This data is from Reaction yield outcomes from USPTO patents with 853,638 reactions. The task is: Predict the reaction yield, written as a fraction of the theoretical maximum amount of product (1.0 means a 100% yield; for example, 0.34 means a 34% yield). (1) The reactants are [O:1]1[CH:5]=[CH:4][CH:3]=[C:2]1[CH:6]=O.[C:8]12([NH2:18])[CH2:17][CH:12]3[CH2:13][CH:14]([CH2:16][CH:10]([CH2:11]3)[CH2:9]1)[CH2:15]2. No catalyst specified. The product is [C:8]12([NH:18][CH2:6][C:2]3[O:1][CH:5]=[CH:4][CH:3]=3)[CH2:15][CH:14]3[CH2:13][CH:12]([CH2:11][CH:10]([CH2:16]3)[CH2:9]1)[CH2:17]2. The yield is 0.800. (2) The reactants are [F:1][C:2]1[C:3]([CH3:26])=[C:4]([C:8]2[CH:17]=[C:16]3[C:11]([CH:12]=[C:13]([NH:18]C(=O)OC(C)(C)C)[N:14]=[CH:15]3)=[CH:10][N:9]=2)[CH:5]=[N:6][CH:7]=1.FC(F)(F)C(O)=O. The catalyst is ClCCCl. The product is [F:1][C:2]1[C:3]([CH3:26])=[C:4]([C:8]2[CH:17]=[C:16]3[C:11]([CH:12]=[C:13]([NH2:18])[N:14]=[CH:15]3)=[CH:10][N:9]=2)[CH:5]=[N:6][CH:7]=1. The yield is 0.980.